The task is: Predict the reaction yield, written as a fraction of the theoretical maximum amount of product (1.0 means a 100% yield; for example, 0.34 means a 34% yield).. This data is from Reaction yield outcomes from USPTO patents with 853,638 reactions. The reactants are [CH3:1][O:2][C:3]1[N:8]=[CH:7][C:6](B(O)O)=[CH:5][N:4]=1.Cl[C:13]1[N:18]=[C:17]([NH:19][C:20]([C:22]2([C:25]3[CH:35]=[CH:34][C:28]4[O:29][C:30]([F:33])([F:32])[O:31][C:27]=4[CH:26]=3)[CH2:24][CH2:23]2)=[O:21])[CH:16]=[CH:15][C:14]=1[CH3:36]. The catalyst is COCCOC.C([O-])([O-])=O.[Na+].[Na+].C1C=CC([P]([Pd]([P](C2C=CC=CC=2)(C2C=CC=CC=2)C2C=CC=CC=2)([P](C2C=CC=CC=2)(C2C=CC=CC=2)C2C=CC=CC=2)[P](C2C=CC=CC=2)(C2C=CC=CC=2)C2C=CC=CC=2)(C2C=CC=CC=2)C2C=CC=CC=2)=CC=1. The product is [F:33][C:30]1([F:32])[O:29][C:28]2[CH:34]=[CH:35][C:25]([C:22]3([C:20]([NH:19][C:17]4[CH:16]=[CH:15][C:14]([CH3:36])=[C:13]([C:6]5[CH:5]=[N:4][C:3]([O:2][CH3:1])=[N:8][CH:7]=5)[N:18]=4)=[O:21])[CH2:24][CH2:23]3)=[CH:26][C:27]=2[O:31]1. The yield is 0.640.